Dataset: NCI-60 drug combinations with 297,098 pairs across 59 cell lines. Task: Regression. Given two drug SMILES strings and cell line genomic features, predict the synergy score measuring deviation from expected non-interaction effect. Drug 1: CCCS(=O)(=O)NC1=C(C(=C(C=C1)F)C(=O)C2=CNC3=C2C=C(C=N3)C4=CC=C(C=C4)Cl)F. Drug 2: COC1=NC(=NC2=C1N=CN2C3C(C(C(O3)CO)O)O)N. Cell line: NCI-H226. Synergy scores: CSS=1.25, Synergy_ZIP=1.09, Synergy_Bliss=3.88, Synergy_Loewe=-1.87, Synergy_HSA=0.978.